Dataset: Reaction yield outcomes from USPTO patents with 853,638 reactions. Task: Predict the reaction yield, written as a fraction of the theoretical maximum amount of product (1.0 means a 100% yield; for example, 0.34 means a 34% yield). (1) The reactants are [CH2:1]([C@H:3]1[C@@H:7]([N:8]2[C:12]3=[C:13]4[CH:19]=[CH:18][N:17](S(C5C=CC(C)=CC=5)(=O)=O)[C:14]4=[N:15][CH:16]=[C:11]3[N:10]=[CH:9]2)[CH2:6][C@@H:5]([NH:30][S:31]([CH:34]2[CH2:36][CH2:35]2)(=[O:33])=[O:32])[CH2:4]1)[CH3:2].[OH-].[Na+].Cl. The product is [CH2:1]([C@H:3]1[C@@H:7]([N:8]2[C:12]3=[C:13]4[CH:19]=[CH:18][NH:17][C:14]4=[N:15][CH:16]=[C:11]3[N:10]=[CH:9]2)[CH2:6][C@@H:5]([NH:30][S:31]([CH:34]2[CH2:36][CH2:35]2)(=[O:33])=[O:32])[CH2:4]1)[CH3:2]. The catalyst is O1CCOCC1.CCOC(C)=O.O. The yield is 0.450. (2) The reactants are [N:1]1[CH:6]=[CH:5][C:4]([CH2:7][CH2:8][CH2:9]O)=[CH:3][CH:2]=1.C1(P(C2C=CC=CC=2)C2C=CC=CC=2)C=CC=CC=1.[Cl:30]N1C(=O)CCC1=O. The catalyst is ClCCl. The product is [Cl:30][CH2:9][CH2:8][CH2:7][C:4]1[CH:5]=[CH:6][N:1]=[CH:2][CH:3]=1. The yield is 0.788. (3) The reactants are [CH3:1][C:2]1[S:3][CH:4]=[CH:5][C:6]=1[C:7]#[N:8].[Br:9]N1C(=O)CCC1=O. The catalyst is C1C=CC=CC=1.C(OOC(=O)C1C=CC=CC=1)(=O)C1C=CC=CC=1. The product is [Br:9][CH2:1][C:2]1[S:3][CH:4]=[CH:5][C:6]=1[C:7]#[N:8]. The yield is 0.820. (4) The reactants are [C:1]([N:8]1[CH2:15][CH:14]2[CH:10]([CH2:11][NH:12][CH2:13]2)[CH2:9]1)([O:3][C:4]([CH3:7])([CH3:6])[CH3:5])=[O:2].Br[C:17]1[CH:29]=[CH:28][C:27]2[C:26]3[C:21](=[CH:22][CH:23]=[CH:24][CH:25]=3)[CH2:20][C:19]=2[CH:18]=1.C([O-])([O-])=O.[Cs+].[Cs+]. The catalyst is C1(C)C=CC=CC=1.C1C=CC(/C=C/C(/C=C/C2C=CC=CC=2)=O)=CC=1.C1C=CC(/C=C/C(/C=C/C2C=CC=CC=2)=O)=CC=1.C1C=CC(/C=C/C(/C=C/C2C=CC=CC=2)=O)=CC=1.[Pd].[Pd].C1(P(C2C=CC=CC=2)C2C=CC3C(=CC=CC=3)C=2C2C3C(=CC=CC=3)C=CC=2P(C2C=CC=CC=2)C2C=CC=CC=2)C=CC=CC=1. The product is [C:4]([O:3][C:1]([N:8]1[CH2:9][CH:10]2[CH:14]([CH2:13][N:12]([C:17]3[CH:29]=[CH:28][C:27]4[C:26]5[C:21](=[CH:22][CH:23]=[CH:24][CH:25]=5)[CH2:20][C:19]=4[CH:18]=3)[CH2:11]2)[CH2:15]1)=[O:2])([CH3:7])([CH3:6])[CH3:5]. The yield is 0.580. (5) The reactants are [C:1]1([OH:7])[CH:6]=[CH:5][CH:4]=[CH:3][CH:2]=1.[H-].[Na+].Br[C:11]1[CH:16]=[CH:15][C:14]([Br:17])=[CH:13][N:12]=1. The catalyst is CN(C)C=O. The product is [Br:17][C:14]1[CH:15]=[CH:16][C:11]([O:7][C:1]2[CH:6]=[CH:5][CH:4]=[CH:3][CH:2]=2)=[N:12][CH:13]=1. The yield is 0.810. (6) The reactants are O.[NH2:2][NH2:3].[CH2:4]([O:6][CH:7]1[CH2:12][CH2:11][N:10]([C:13]([C:15]2[CH:16]=[C:17]([CH2:22][C:23]([C:25]3[C:26]([C:32]([O:34]C)=O)=[C:27]([CH3:31])[NH:28][C:29]=3[CH3:30])=O)[CH:18]=[CH:19][C:20]=2[F:21])=[O:14])[CH2:9][CH2:8]1)[CH3:5]. The catalyst is C(O)(=O)C. The product is [CH2:4]([O:6][CH:7]1[CH2:12][CH2:11][N:10]([C:13]([C:15]2[CH:16]=[C:17]([CH:18]=[CH:19][C:20]=2[F:21])[CH2:22][C:23]2[C:25]3[C:26](=[C:27]([CH3:31])[NH:28][C:29]=3[CH3:30])[C:32](=[O:34])[NH:2][N:3]=2)=[O:14])[CH2:9][CH2:8]1)[CH3:5]. The yield is 0.584. (7) The reactants are [Cl:1][C:2]1[CH:7]=[CH:6][C:5]([C@@H:8]([CH:50]([CH3:52])[CH3:51])[C@H:9]([NH:45][C:46]([O:48][CH3:49])=[O:47])[C:10]([NH:12][C:13]2[CH:14]=[N:15][CH:16]=[C:17]([F:44])[C:18]=2[CH2:19][CH2:20][C@@H:21]2[N:26]([S:27]([C:30]3[CH:35]=[CH:34][CH:33]=[CH:32][CH:31]=3)(=[O:29])=[O:28])[C@@H:25]([CH3:36])[CH2:24][N:23](C(OC(C)(C)C)=O)[CH2:22]2)=[O:11])=[CH:4][CH:3]=1.FC(F)(F)C(O)=O.C(OCC)C. The catalyst is ClCCl. The product is [Cl:1][C:2]1[CH:3]=[CH:4][C:5]([C@@H:8]([CH:50]([CH3:52])[CH3:51])[C@H:9]([NH:45][C:46](=[O:47])[O:48][CH3:49])[C:10]([NH:12][C:13]2[CH:14]=[N:15][CH:16]=[C:17]([F:44])[C:18]=2[CH2:19][CH2:20][C@H:21]2[CH2:22][NH:23][CH2:24][C@H:25]([CH3:36])[N:26]2[S:27]([C:30]2[CH:31]=[CH:32][CH:33]=[CH:34][CH:35]=2)(=[O:29])=[O:28])=[O:11])=[CH:6][CH:7]=1. The yield is 0.520. (8) The reactants are [CH2:1]([OH:8])[CH2:2][CH2:3][CH2:4][CH2:5][CH2:6]O.[C:9]1([CH3:15])C=CC=CC=1.[BrH:16]. The catalyst is C(OCC)C. The product is [Br:16][CH2:9][CH2:15][CH2:6][CH2:5][CH2:4][CH2:3][CH2:2][CH2:1][OH:8]. The yield is 0.840. (9) The yield is 0.330. The reactants are Br[C:2]1[CH:7]=[CH:6][C:5]([C:8]2[N:12]([CH2:13][C@@H:14]3[CH2:18][CH2:17][N:16]([C:19]([CH:21]4[CH2:23][CH2:22]4)=[O:20])[CH2:15]3)[CH:11]=[N:10][N:9]=2)=[CH:4][CH:3]=1.B1(B2OC(C)(C)C(C)(C)O2)OC(C)(C)C(C)(C)O1.CC([O-])=O.[K+].Br[C:48]1[CH:49]=[C:50]2[CH:56]=[CH:55][N:54]([CH3:57])[C:51]2=[N:52][CH:53]=1.C([O-])([O-])=O.[K+].[K+]. The catalyst is O1CCOCC1.C1C=CC(P(C2C=CC=CC=2)[C-]2C=CC=C2)=CC=1.C1C=CC(P(C2C=CC=CC=2)[C-]2C=CC=C2)=CC=1.Cl[Pd]Cl.[Fe+2]. The product is [CH:21]1([C:19]([N:16]2[CH2:17][CH2:18][C@@H:14]([CH2:13][N:12]3[CH:11]=[N:10][N:9]=[C:8]3[C:5]3[CH:6]=[CH:7][C:2]([C:48]4[CH:49]=[C:50]5[CH:56]=[CH:55][N:54]([CH3:57])[C:51]5=[N:52][CH:53]=4)=[CH:3][CH:4]=3)[CH2:15]2)=[O:20])[CH2:23][CH2:22]1. (10) The reactants are FC(F)(F)S(O[C:7]1[CH:16]=[CH:15][CH:14]=[C:13]2[C:8]=1[CH:9]=[CH:10][C:11]([CH3:17])=[N:12]2)(=O)=O.[CH3:20][C@@H:21]1[CH2:26][NH:25][CH2:24][CH2:23][NH:22]1.C(=O)([O-])[O-].[Cs+].[Cs+].C1(P(C2C=CC=CC=2)C2C=CC3C(=CC=CC=3)C=2C2C3C(=CC=CC=3)C=CC=2P(C2C=CC=CC=2)C2C=CC=CC=2)C=CC=CC=1. The catalyst is C1(C)C=CC=CC=1.C([O-])(=O)C.[Pd+2].C([O-])(=O)C. The product is [CH3:17][C:11]1[CH:10]=[CH:9][C:8]2[C:13](=[CH:14][CH:15]=[CH:16][C:7]=2[N:25]2[CH2:24][CH2:23][NH:22][C@H:21]([CH3:20])[CH2:26]2)[N:12]=1. The yield is 0.290.